This data is from Catalyst prediction with 721,799 reactions and 888 catalyst types from USPTO. The task is: Predict which catalyst facilitates the given reaction. Product: [C:1]([O:5][C:6]([N:8]1[CH2:13][CH2:12][N:11]([C:14]2[S:15][CH:16]=[C:17]([CH2:19][Cl:34])[N:18]=2)[CH2:10][CH2:9]1)=[O:7])([CH3:4])([CH3:3])[CH3:2]. The catalyst class is: 2. Reactant: [C:1]([O:5][C:6]([N:8]1[CH2:13][CH2:12][N:11]([C:14]2[S:15][CH:16]=[C:17]([CH2:19]O)[N:18]=2)[CH2:10][CH2:9]1)=[O:7])([CH3:4])([CH3:3])[CH3:2].CCN(C(C)C)C(C)C.CS([Cl:34])(=O)=O.